This data is from Forward reaction prediction with 1.9M reactions from USPTO patents (1976-2016). The task is: Predict the product of the given reaction. The product is: [C:24]1([C:34]2[CH:35]=[CH:18][C:17]3[C:16](=[CH:23][CH:22]=[CH:21][CH:20]=3)[N:15]=2)[C:33]2[C:28](=[CH:29][CH:30]=[CH:31][CH:32]=2)[CH:27]=[CH:26][CH:25]=1. Given the reactants O=P12OP3(OP(OP(O3)(O1)=O)(=O)O2)=O.[NH2:15][C:16]1[CH:23]=[CH:22][CH:21]=[CH:20][C:17]=1[CH:18]=O.[C:24]1([CH:34]([C:35]([CH:34]([C:24]2[C:33]3[C:28](=[CH:29][CH:30]=[CH:31][CH:32]=3)[CH:27]=[CH:26][CH:25]=2)C)=O)[CH3:35])[C:33]2[C:28](=[CH:29][CH:30]=[CH:31][CH:32]=2)[CH:27]=[CH:26][CH:25]=1, predict the reaction product.